From a dataset of Peptide-MHC class I binding affinity with 185,985 pairs from IEDB/IMGT. Regression. Given a peptide amino acid sequence and an MHC pseudo amino acid sequence, predict their binding affinity value. This is MHC class I binding data. (1) The binding affinity (normalized) is 0.0847. The peptide sequence is GLNDYLHSV. The MHC is HLA-C03:03 with pseudo-sequence HLA-C03:03. (2) The peptide sequence is IMAVGMVSIL. The MHC is HLA-B08:01 with pseudo-sequence HLA-B08:01. The binding affinity (normalized) is 0.442. (3) The peptide sequence is RVISDGYFK. The MHC is HLA-A68:02 with pseudo-sequence HLA-A68:02. The binding affinity (normalized) is 0. (4) The peptide sequence is WDAYIPHYV. The MHC is HLA-A02:01 with pseudo-sequence HLA-A02:01. The binding affinity (normalized) is 0.0847. (5) The binding affinity (normalized) is 0.990. The MHC is HLA-A02:01 with pseudo-sequence HLA-A02:01. The peptide sequence is FVDYNFSLV. (6) The peptide sequence is AEHFENQVL. The MHC is HLA-A11:01 with pseudo-sequence HLA-A11:01. The binding affinity (normalized) is 0.0847.